Dataset: Catalyst prediction with 721,799 reactions and 888 catalyst types from USPTO. Task: Predict which catalyst facilitates the given reaction. (1) Reactant: S(Cl)([Cl:3])=O.[CH2:5]([Cl:7])Cl.[C:8]1([C:14]2[N:15]=[C:16]3[CH:21]=[CH:20][CH:19]=[C:18](CO)[N:17]3[CH:24]=2)[CH:13]=[CH:12][CH:11]=[CH:10][CH:9]=1. Product: [ClH:3].[C:8]1([C:14]2[N:15]=[C:16]3[CH:21]=[CH:20][CH:19]=[C:18]([CH2:5][Cl:7])[N:17]3[CH:24]=2)[CH:9]=[CH:10][CH:11]=[CH:12][CH:13]=1. The catalyst class is: 11. (2) Reactant: [CH3:1][C:2]1[C:33]([CH3:34])=[CH:32][CH:31]=[CH:30][C:3]=1[C:4]([NH:6][C:7]1[CH:19]=[C:18](/[CH:20]=[CH:21]/[C:22]2[CH:27]=[CH:26][CH:25]=[C:24]([O:28][CH3:29])[CH:23]=2)[CH:17]=[CH:16][C:8]=1[C:9]([O:11]C(C)(C)C)=[O:10])=[O:5]. Product: [CH3:1][C:2]1[C:33]([CH3:34])=[CH:32][CH:31]=[CH:30][C:3]=1[C:4]([NH:6][C:7]1[CH:19]=[C:18](/[CH:20]=[CH:21]/[C:22]2[CH:27]=[CH:26][CH:25]=[C:24]([O:28][CH3:29])[CH:23]=2)[CH:17]=[CH:16][C:8]=1[C:9]([OH:11])=[O:10])=[O:5]. The catalyst class is: 55. (3) Reactant: [CH2:1]([S:3][C:4]1[CH:9]=[C:8]([C:10]([F:13])([F:12])[F:11])[N:7]=[N:6][C:5]=1[C:14]([OH:16])=O)[CH3:2].[CH3:17][NH:18][C:19]1[C:24]([NH2:25])=[CH:23][C:22]([C:26]([F:29])([F:28])[F:27])=[CH:21][N:20]=1.CN(C(ON1N=NC2C=CC=NC1=2)=[N+](C)C)C.F[P-](F)(F)(F)(F)F.CCN(C(C)C)C(C)C. Product: [CH2:1]([S:3][C:4]1[CH:9]=[C:8]([C:10]([F:11])([F:12])[F:13])[N:7]=[N:6][C:5]=1[C:14]([NH:25][C:24]1[C:19]([NH:18][CH3:17])=[N:20][CH:21]=[C:22]([C:26]([F:27])([F:28])[F:29])[CH:23]=1)=[O:16])[CH3:2]. The catalyst class is: 18.